Dataset: Full USPTO retrosynthesis dataset with 1.9M reactions from patents (1976-2016). Task: Predict the reactants needed to synthesize the given product. (1) Given the product [Cl:26][C:27]1[C:28]([OH:38])=[C:29]([S:34]([N:7]([CH2:8][C:9]2[CH:23]=[CH:22][C:12]([CH2:13][NH:14][C:15](=[O:21])[O:16][C:17]([CH3:19])([CH3:20])[CH3:18])=[CH:11][CH:10]=2)[CH2:6][C:5]2[CH:4]=[CH:3][C:2]([F:1])=[CH:25][CH:24]=2)(=[O:36])=[O:35])[CH:30]=[C:31]([Cl:33])[CH:32]=1, predict the reactants needed to synthesize it. The reactants are: [F:1][C:2]1[CH:25]=[CH:24][C:5]([CH2:6][NH:7][CH2:8][C:9]2[CH:23]=[CH:22][C:12]([CH2:13][NH:14][C:15](=[O:21])[O:16][C:17]([CH3:20])([CH3:19])[CH3:18])=[CH:11][CH:10]=2)=[CH:4][CH:3]=1.[Cl:26][C:27]1[C:28]([OH:38])=[C:29]([S:34](Cl)(=[O:36])=[O:35])[CH:30]=[C:31]([Cl:33])[CH:32]=1.C(N(C(C)C)CC)(C)C. (2) Given the product [OH:10][CH2:9][CH2:8][N:1]1[CH2:7][CH2:6][CH2:5][N:4]([C:16]([C:15]2[CH:19]=[CH:20][C:12]([I:11])=[CH:13][CH:14]=2)=[O:17])[CH2:3][CH2:2]1, predict the reactants needed to synthesize it. The reactants are: [N:1]1([CH2:8][CH2:9][OH:10])[CH2:7][CH2:6][CH2:5][NH:4][CH2:3][CH2:2]1.[I:11][C:12]1[CH:20]=[CH:19][C:15]([C:16](Cl)=[O:17])=[CH:14][CH:13]=1. (3) Given the product [Br:1][C:9]1[CH:10]=[CH:11][C:6]([S:5][CH2:3][CH3:4])=[CH:7][C:8]=1[CH3:12], predict the reactants needed to synthesize it. The reactants are: [Br:1]Br.[CH2:3]([S:5][C:6]1[CH:11]=[CH:10][CH:9]=[C:8]([CH3:12])[CH:7]=1)[CH3:4]. (4) Given the product [C:10]([O:14][C:15](=[O:33])[CH2:16][N:17]([S:18]([C:21]1[CH:30]=[C:29]2[C:24]([C:25]([Cl:32])=[CH:26][N:27]=[C:28]2[Cl:31])=[CH:23][CH:22]=1)(=[O:20])=[O:19])[CH2:3][C:4]1[CH:5]=[N:6][CH:7]=[CH:8][CH:9]=1)([CH3:13])([CH3:11])[CH3:12], predict the reactants needed to synthesize it. The reactants are: Cl.Cl[CH2:3][C:4]1[CH:5]=[N:6][CH:7]=[CH:8][CH:9]=1.[C:10]([O:14][C:15](=[O:33])[CH2:16][NH:17][S:18]([C:21]1[CH:30]=[C:29]2[C:24]([C:25]([Cl:32])=[CH:26][N:27]=[C:28]2[Cl:31])=[CH:23][CH:22]=1)(=[O:20])=[O:19])([CH3:13])([CH3:12])[CH3:11].C([O-])([O-])=O.[K+].[K+]. (5) Given the product [CH3:1][O:2][N:3]([CH3:27])[C:4]([C:6]1[CH:26]=[C:9]2[N:10]=[C:11]([N:21]3[CH2:25][CH2:24][CH2:23][CH2:22]3)[CH:12]=[C:13]([N:14]([CH:15]3[CH2:16][CH2:17][O:18][CH2:19][CH2:20]3)[C:28](=[O:29])[O:30][C:31]([CH3:34])([CH3:33])[CH3:32])[N:8]2[N:7]=1)=[O:5], predict the reactants needed to synthesize it. The reactants are: [CH3:1][O:2][N:3]([CH3:27])[C:4]([C:6]1[CH:26]=[C:9]2[N:10]=[C:11]([N:21]3[CH2:25][CH2:24][CH2:23][CH2:22]3)[CH:12]=[C:13]([NH:14][CH:15]3[CH2:20][CH2:19][O:18][CH2:17][CH2:16]3)[N:8]2[N:7]=1)=[O:5].[C:28](O[C:28]([O:30][C:31]([CH3:34])([CH3:33])[CH3:32])=[O:29])([O:30][C:31]([CH3:34])([CH3:33])[CH3:32])=[O:29].O. (6) Given the product [Cl-:18].[CH2:20]([C:25]1[C:34]2[C:29](=[CH:30][C:31]([O:37][CH3:38])=[C:32]([O:35][CH3:36])[CH:33]=2)[CH2:28][CH2:27][N+:26]=1[CH2:39][C:40]1[CH:41]=[CH:42][C:43]([F:85])=[CH:44][CH:45]=1)[CH2:21][CH2:22][CH2:23][CH2:24][CH2:1][CH2:2][CH2:3][CH2:4][CH2:5][CH2:6][CH2:7][CH2:8][CH2:9][CH3:10], predict the reactants needed to synthesize it. The reactants are: [C:1]([Cl:18])(=O)[CH2:2][CH2:3][CH2:4][CH2:5][CH2:6][CH2:7][CH2:8][CH2:9][CH2:10]CCCCCC.[Cl-].[CH2:20]([C:25]1[C:34]2[C:29](=[CH:30][C:31]([O:37][CH3:38])=[C:32]([O:35][CH3:36])[CH:33]=2)[CH2:28][CH2:27][N+:26]=1[CH2:39][C:40]1[CH:45]=[CH:44][C:43](OC)=[CH:42][CH:41]=1)[CH2:21][CH2:22][CH2:23][CH3:24].[Cl-].C(C1C2C(=CC(OC)=C(OC)C=2)CC[N+]=1CC1C=CC=CC=1[F:85])CCCCCCCCCCCCCC.